Task: Regression. Given a peptide amino acid sequence and an MHC pseudo amino acid sequence, predict their binding affinity value. This is MHC class II binding data.. Dataset: Peptide-MHC class II binding affinity with 134,281 pairs from IEDB (1) The peptide sequence is ACKVAATAANAAPAN. The MHC is HLA-DPA10103-DPB10301 with pseudo-sequence HLA-DPA10103-DPB10301. The binding affinity (normalized) is 0.410. (2) The peptide sequence is RELKCGDGIFIFRDS. The MHC is DRB5_0101 with pseudo-sequence DRB5_0101. The binding affinity (normalized) is 0. (3) The peptide sequence is VFNYETETTSVIPAA. The MHC is HLA-DQA10401-DQB10402 with pseudo-sequence HLA-DQA10401-DQB10402. The binding affinity (normalized) is 0.316. (4) The MHC is DRB4_0101 with pseudo-sequence DRB4_0103. The binding affinity (normalized) is 0.0903. The peptide sequence is TLWQRPLVTIKIGGQLIEAL. (5) The peptide sequence is TIPNIMFFSTMKRPS. The MHC is DRB1_0802 with pseudo-sequence DRB1_0802. The binding affinity (normalized) is 0.608. (6) The peptide sequence is SGPLKAEIAQRLEDV. The MHC is DRB1_0101 with pseudo-sequence DRB1_0101. The binding affinity (normalized) is 0.661. (7) The peptide sequence is TPFPHRKGVLFNIQY. The MHC is HLA-DPA10103-DPB10301 with pseudo-sequence HLA-DPA10103-DPB10301. The binding affinity (normalized) is 0.166. (8) The peptide sequence is ADCGAGFFDPLTRGV. The MHC is HLA-DQA10101-DQB10501 with pseudo-sequence HLA-DQA10101-DQB10501. The binding affinity (normalized) is 0.593. (9) The peptide sequence is TVMPLLCGIGCAMLH. The MHC is DRB1_1301 with pseudo-sequence DRB1_1301. The binding affinity (normalized) is 0.388. (10) The peptide sequence is TPVNIIGRNLLTQIG. The MHC is HLA-DQA10501-DQB10201 with pseudo-sequence HLA-DQA10501-DQB10201. The binding affinity (normalized) is 0.0864.